From a dataset of Full USPTO retrosynthesis dataset with 1.9M reactions from patents (1976-2016). Predict the reactants needed to synthesize the given product. (1) Given the product [C:10]1([C:8]2[S:9][C:5]3[CH:4]=[CH:3][C:2]([B:17]4[O:21][C:20]([CH3:23])([CH3:22])[C:19]([CH3:25])([CH3:24])[O:18]4)=[CH:16][C:6]=3[N:7]=2)[CH:15]=[CH:14][CH:13]=[CH:12][CH:11]=1, predict the reactants needed to synthesize it. The reactants are: Br[C:2]1[CH:3]=[CH:4][C:5]2[S:9][C:8]([C:10]3[CH:15]=[CH:14][CH:13]=[CH:12][CH:11]=3)=[N:7][C:6]=2[CH:16]=1.[B:17]1([B:17]2[O:21][C:20]([CH3:23])([CH3:22])[C:19]([CH3:25])([CH3:24])[O:18]2)[O:21][C:20]([CH3:23])([CH3:22])[C:19]([CH3:25])([CH3:24])[O:18]1.C(C1C=CC=C(C(C)C)C=1N1C=CN(C2C(C(C)C)=CC=CC=2C(C)C)C1=[ClH])(C)C.C(O[K])(C)=O.C1COCC1. (2) Given the product [CH2:1]([O:8][CH2:9][N:10]1[C:18]2[C:17]([NH2:19])=[N:16][C:15]([CH2:20][CH2:21][CH2:22][CH3:23])=[N:14][C:13]=2[C:12]([C:45]#[C:44][CH2:43][CH2:42][CH2:41][N:38]2[CH2:39][CH2:40][N:35]([CH:33]([CH3:34])[CH3:32])[CH2:36][CH2:37]2)=[CH:11]1)[C:2]1[CH:7]=[CH:6][CH:5]=[CH:4][CH:3]=1, predict the reactants needed to synthesize it. The reactants are: [CH2:1]([O:8][CH2:9][N:10]1[C:18]2[C:17]([NH2:19])=[N:16][C:15]([CH2:20][CH2:21][CH2:22][CH3:23])=[N:14][C:13]=2[C:12](I)=[CH:11]1)[C:2]1[CH:7]=[CH:6][CH:5]=[CH:4][CH:3]=1.C(N(CC)CC)C.[CH3:32][CH:33]([N:35]1[CH2:40][CH2:39][N:38]([CH2:41][CH2:42][CH2:43][C:44]#[CH:45])[CH2:37][CH2:36]1)[CH3:34]. (3) Given the product [O:14]1[C:16]2([CH2:21][CH2:20][CH:19]([CH2:1][OH:2])[CH2:18][CH2:17]2)[O:15][CH2:12][CH2:13]1, predict the reactants needed to synthesize it. The reactants are: [C:1](CC1CCC(=O)CC1)(O)=[O:2].[CH2:12]([OH:15])[CH2:13][OH:14].[CH:16]1[CH:21]=[CH:20][CH:19]=[CH:18][CH:17]=1.